Dataset: NCI-60 drug combinations with 297,098 pairs across 59 cell lines. Task: Regression. Given two drug SMILES strings and cell line genomic features, predict the synergy score measuring deviation from expected non-interaction effect. (1) Drug 1: CC1=C(C(CCC1)(C)C)C=CC(=CC=CC(=CC(=O)O)C)C. Drug 2: CS(=O)(=O)OCCCCOS(=O)(=O)C. Cell line: EKVX. Synergy scores: CSS=2.78, Synergy_ZIP=-2.95, Synergy_Bliss=-1.43, Synergy_Loewe=-0.511, Synergy_HSA=-0.110. (2) Drug 1: C1=CC=C(C(=C1)C(C2=CC=C(C=C2)Cl)C(Cl)Cl)Cl. Drug 2: C(CCl)NC(=O)N(CCCl)N=O. Cell line: BT-549. Synergy scores: CSS=2.79, Synergy_ZIP=-0.527, Synergy_Bliss=0.886, Synergy_Loewe=-8.85, Synergy_HSA=-3.33. (3) Drug 1: CN1CCC(CC1)COC2=C(C=C3C(=C2)N=CN=C3NC4=C(C=C(C=C4)Br)F)OC. Drug 2: C1CC(=O)NC(=O)C1N2C(=O)C3=CC=CC=C3C2=O. Cell line: EKVX. Synergy scores: CSS=23.7, Synergy_ZIP=1.11, Synergy_Bliss=5.07, Synergy_Loewe=-20.0, Synergy_HSA=3.28. (4) Drug 1: CC1=C(C=C(C=C1)NC2=NC=CC(=N2)N(C)C3=CC4=NN(C(=C4C=C3)C)C)S(=O)(=O)N.Cl. Drug 2: C1=NC2=C(N=C(N=C2N1C3C(C(C(O3)CO)O)O)F)N. Cell line: KM12. Synergy scores: CSS=2.80, Synergy_ZIP=-0.0768, Synergy_Bliss=-1.44, Synergy_Loewe=-1.20, Synergy_HSA=-0.537.